Dataset: Catalyst prediction with 721,799 reactions and 888 catalyst types from USPTO. Task: Predict which catalyst facilitates the given reaction. Reactant: [CH3:1][O:2][C:3](=[O:25])[CH2:4][C:5]1[CH:10]=[C:9]([Br:11])[C:8]([O:12][C:13]2[CH:18]=[CH:17][C:16]([O:19][CH3:20])=[C:15]([CH:21]([CH3:23])[CH3:22])[CH:14]=2)=[C:7]([Br:24])[CH:6]=1.[C:26](Cl)(=[O:28])[CH3:27]. Product: [CH3:1][O:2][C:3](=[O:25])[CH2:4][C:5]1[CH:10]=[C:9]([Br:11])[C:8]([O:12][C:13]2[CH:14]=[C:15]([CH:21]([CH3:23])[CH3:22])[C:16]([O:19][CH3:20])=[CH:17][C:18]=2[C:26](=[O:28])[CH3:27])=[C:7]([Br:24])[CH:6]=1. The catalyst class is: 388.